Task: Predict which catalyst facilitates the given reaction.. Dataset: Catalyst prediction with 721,799 reactions and 888 catalyst types from USPTO (1) Reactant: CSC1C=C([CH:9]([CH:18]2[CH2:23][CH2:22][O:21][CH2:20][CH2:19]2)[N:10]2[CH:14]=[C:13]([N+:15]([O-:17])=[O:16])[CH:12]=[N:11]2)C=CC=1.[Cl:24][C:25]1[CH:30]=[C:29]([Li])[CH:28]=[CH:27][N:26]=1.BrC1C=CN=C(Cl)C=1.[Li]CCCC. Product: [Cl:24][C:25]1[CH:30]=[C:29]([CH:9]([N:10]2[CH:14]=[C:13]([N+:15]([O-:17])=[O:16])[CH:12]=[N:11]2)[CH:18]2[CH2:19][CH2:20][O:21][CH2:22][CH2:23]2)[CH:28]=[CH:27][N:26]=1. The catalyst class is: 1. (2) Reactant: [CH:1]([O:4][C:5]1[CH:13]=[CH:12][C:8]([C:9]([OH:11])=O)=[CH:7][C:6]=1[CH3:14])([CH3:3])[CH3:2].Cl.[C:16]1([CH:22]2[O:27][C:26]3([CH2:32][CH2:31][NH:30][CH2:29][CH2:28]3)[CH2:25][NH:24][C:23]2=[O:33])[CH:21]=[CH:20][CH:19]=[CH:18][CH:17]=1.CN(C(ON1N=NC2C=CC=NC1=2)=[N+](C)C)C.F[P-](F)(F)(F)(F)F.C(N(C(C)C)CC)(C)C. Product: [CH:1]([O:4][C:5]1[CH:13]=[CH:12][C:8]([C:9]([N:30]2[CH2:29][CH2:28][C:26]3([CH2:25][NH:24][C:23](=[O:33])[CH:22]([C:16]4[CH:21]=[CH:20][CH:19]=[CH:18][CH:17]=4)[O:27]3)[CH2:32][CH2:31]2)=[O:11])=[CH:7][C:6]=1[CH3:14])([CH3:2])[CH3:3]. The catalyst class is: 3. (3) Reactant: [H-].[Na+].[OH:3][N:4]1[C:8](=[O:9])[C:7]2=[CH:10][CH:11]=[CH:12][CH:13]=[C:6]2[C:5]1=[O:14].Cl[CH:16]([C:23]1[CH:28]=[CH:27][C:26]([F:29])=[CH:25][CH:24]=1)[C:17]1[N:21]([CH3:22])[CH:20]=[N:19][CH:18]=1. Product: [F:29][C:26]1[CH:25]=[CH:24][C:23]([CH:16]([C:17]2[N:21]([CH3:22])[CH:20]=[N:19][CH:18]=2)[O:3][N:4]2[C:5](=[O:14])[C:6]3[C:7](=[CH:10][CH:11]=[CH:12][CH:13]=3)[C:8]2=[O:9])=[CH:28][CH:27]=1. The catalyst class is: 9.